From a dataset of Forward reaction prediction with 1.9M reactions from USPTO patents (1976-2016). Predict the product of the given reaction. (1) Given the reactants [C:1]([C:4]1[N:5]([CH2:12][O:13][CH2:14][CH2:15][Si:16]([CH3:19])([CH3:18])[CH3:17])[CH:6]=[C:7]([C:9]([OH:11])=O)[N:8]=1)(=[O:3])[CH3:2].[NH2:20][C@@H:21]([CH3:37])[CH2:22][N:23]1[CH:27]=[CH:26][C:25]([C:28]2[CH:35]=[CH:34][C:31]([C:32]#[N:33])=[C:30]([Cl:36])[CH:29]=2)=[N:24]1, predict the reaction product. The product is: [C:1]([C:4]1[N:5]([CH2:12][O:13][CH2:14][CH2:15][Si:16]([CH3:19])([CH3:18])[CH3:17])[CH:6]=[C:7]([C:9]([NH:20][C@@H:21]([CH3:37])[CH2:22][N:23]2[CH:27]=[CH:26][C:25]([C:28]3[CH:35]=[CH:34][C:31]([C:32]#[N:33])=[C:30]([Cl:36])[CH:29]=3)=[N:24]2)=[O:11])[N:8]=1)(=[O:3])[CH3:2]. (2) Given the reactants [Li+].[Cl-].CO[C:5]1[CH:12]=[CH:11][C:8]([CH2:9]Cl)=[CH:7][CH:6]=1.Br[C:14]1[CH:15]=[N:16][CH:17]=[N:18][CH:19]=1.C1C[O:23][CH2:22]C1, predict the reaction product. The product is: [CH3:22][O:23][CH:9]([C:15]1[CH:14]=[CH:19][N:18]=[CH:17][N:16]=1)[C:8]1[CH:7]=[CH:6][CH:5]=[CH:12][CH:11]=1. (3) The product is: [F:16][C:12]1[CH:11]=[C:10]([N:9]2[CH2:4][CH2:5][NH:6][C:7]2=[O:8])[CH:15]=[CH:14][CH:13]=1. Given the reactants [H-].[Na+].Cl[CH2:4][CH2:5][NH:6][C:7]([NH:9][C:10]1[CH:15]=[CH:14][CH:13]=[C:12]([F:16])[CH:11]=1)=[O:8], predict the reaction product. (4) Given the reactants Cl[C:2]1[CH:7]=[CH:6][N:5]=[C:4]2[CH:8]=[C:9]([C:11]3[CH:12]=[N:13][C:14]([O:17][CH3:18])=[CH:15][CH:16]=3)[S:10][C:3]=12.[F:19][C:20]1[CH:25]=[C:24]([N+:26]([O-:28])=[O:27])[CH:23]=[CH:22][C:21]=1[OH:29].C(=O)([O-])[O-].[K+].[K+], predict the reaction product. The product is: [F:19][C:20]1[CH:25]=[C:24]([N+:26]([O-:28])=[O:27])[CH:23]=[CH:22][C:21]=1[O:29][C:2]1[CH:7]=[CH:6][N:5]=[C:4]2[CH:8]=[C:9]([C:11]3[CH:12]=[N:13][C:14]([O:17][CH3:18])=[CH:15][CH:16]=3)[S:10][C:3]=12. (5) Given the reactants [CH2:1]([O:3][C:4]([N:6]1[CH:15]=[CH:14][C:13]2[C:8](=[CH:9][C:10]([O:17][CH3:18])=[C:11]([OH:16])[CH:12]=2)[CH:7]1[CH2:19][C:20]1[CH:25]=[CH:24][CH:23]=[C:22]([O:26][CH2:27][CH3:28])[CH:21]=1)=[O:5])[CH3:2].C(=O)([O-])[O-].[K+].[K+].Br[CH2:36][CH2:37][CH2:38][OH:39], predict the reaction product. The product is: [CH2:1]([O:3][C:4]([N:6]1[CH:15]=[CH:14][C:13]2[C:8](=[CH:9][C:10]([O:17][CH3:18])=[C:11]([O:16][CH2:36][CH2:37][CH2:38][OH:39])[CH:12]=2)[CH:7]1[CH2:19][C:20]1[CH:25]=[CH:24][CH:23]=[C:22]([O:26][CH2:27][CH3:28])[CH:21]=1)=[O:5])[CH3:2].